This data is from Full USPTO retrosynthesis dataset with 1.9M reactions from patents (1976-2016). The task is: Predict the reactants needed to synthesize the given product. (1) Given the product [CH2:1]([C:3]1[CH:4]=[CH:5][C:6]([C@H:9]2[CH2:14][C@@H:13]([C:15]([F:17])([F:16])[F:18])[N:12]3[N:19]=[CH:20][C:21]([C:22]([NH:67][CH2:66][C:60]4[C:59]([F:58])=[CH:64][C:63]([CH3:65])=[CH:62][N:61]=4)=[O:23])=[C:11]3[NH:10]2)=[CH:7][CH:8]=1)[CH3:2], predict the reactants needed to synthesize it. The reactants are: [CH2:1]([C:3]1[CH:8]=[CH:7][C:6]([C@H:9]2[CH2:14][C@@H:13]([C:15]([F:18])([F:17])[F:16])[N:12]3[N:19]=[CH:20][C:21]([C:22](O)=[O:23])=[C:11]3[NH:10]2)=[CH:5][CH:4]=1)[CH3:2].CN(C(ON1N=NC2C=CC=NC1=2)=[N+](C)C)C.F[P-](F)(F)(F)(F)F.C(N(CC)C(C)C)(C)C.[F:58][C:59]1[C:60]([CH2:66][NH2:67])=[N:61][CH:62]=[C:63]([CH3:65])[CH:64]=1. (2) Given the product [C:36]([O:14][C:13](=[O:22])[NH:12][CH2:11][CH2:10][CH:9]([NH2:5])[CH2:23][C:24]([NH:26][CH2:27][C@@H:28]([NH:40][C:41]([O:43][C:44]([CH3:46])([CH3:47])[CH3:45])=[O:42])[CH2:29][CH2:30][CH2:31][NH:32][C:33]([O:35][C:36]([CH3:39])([CH3:38])[CH3:37])=[O:34])=[O:25])([CH3:39])([CH3:38])[CH3:37], predict the reactants needed to synthesize it. The reactants are: C([N:5]([CH:9]([CH2:23][C:24]([NH:26][CH2:27][C@@H:28]([NH:40][C:41]([O:43][C:44]([CH3:47])([CH3:46])[CH3:45])=[O:42])[CH2:29][CH2:30][CH2:31][NH:32][C:33]([O:35][C:36]([CH3:39])([CH3:38])[CH3:37])=[O:34])=[O:25])[CH2:10][CH2:11][NH:12][C:13](=[O:22])[O:14]CC1C=CC=CC=1)C(=O)[O-])(C)(C)C. (3) The reactants are: O.[C:2]([OH:6])(=[O:5])[CH:3]=O.[NH:7]1[CH2:12][CH2:11][CH2:10][CH2:9][CH2:8]1.[S:13]1[CH:17]=[CH:16][C:15](B(O)O)=[CH:14]1. Given the product [N:7]1([CH:3]([C:15]2[CH:16]=[CH:17][S:13][CH:14]=2)[C:2]([OH:6])=[O:5])[CH2:12][CH2:11][CH2:10][CH2:9][CH2:8]1, predict the reactants needed to synthesize it. (4) The reactants are: Cl.[CH3:2][O:3][C:4]([C:6]1[CH:7]=[CH:8][C:9]2[O:13][C:12]([C:14]([NH:16][C:17]3[CH:22]=[CH:21][C:20]([Cl:23])=[CH:19][N:18]=3)=[O:15])=[C:11]([NH:24][C:25]([C@H:27]3[CH2:32]C[C@H](NC)[CH2:29][CH2:28]3)=[O:26])[C:10]=2[CH:35]=1)=[O:5].C(Cl)(=[O:38])C.[CH2:40]([N:42]([CH2:45][CH3:46])[CH2:43][CH3:44])C.C(=O)([O-])O.[Na+]. Given the product [C:43]([N:42]([C@H:45]1[CH2:46][CH2:32][C@H:27]([C:25]([NH:24][C:11]2[C:10]3[CH:35]=[C:6]([C:4]([O:3][CH3:2])=[O:5])[CH:7]=[CH:8][C:9]=3[O:13][C:12]=2[C:14]([NH:16][C:17]2[CH:22]=[CH:21][C:20]([Cl:23])=[CH:19][N:18]=2)=[O:15])=[O:26])[CH2:28][CH2:29]1)[CH3:40])(=[O:38])[CH3:44], predict the reactants needed to synthesize it. (5) Given the product [C:18]([O:22][C:23]([N:14]1[C:15]2[C:11](=[CH:10][C:9]([O:8][CH2:1][C:2]3[CH:3]=[CH:4][CH:5]=[CH:6][CH:7]=3)=[CH:17][CH:16]=2)[CH:12]=[CH:13]1)=[O:24])([CH3:21])([CH3:20])[CH3:19], predict the reactants needed to synthesize it. The reactants are: [CH2:1]([O:8][C:9]1[CH:10]=[C:11]2[C:15](=[CH:16][CH:17]=1)[NH:14][CH:13]=[CH:12]2)[C:2]1[CH:7]=[CH:6][CH:5]=[CH:4][CH:3]=1.[C:18]([O:22][C:23](O[C:23]([O:22][C:18]([CH3:21])([CH3:20])[CH3:19])=[O:24])=[O:24])([CH3:21])([CH3:20])[CH3:19].CCOCC. (6) The reactants are: [CH2:1]([C@@:4]1([CH3:31])[CH2:9][C@H:8]([C:10]2[CH:15]=[CH:14][CH:13]=[C:12]([Cl:16])[CH:11]=2)[C@@H:7]([C:17]2[CH:22]=[CH:21][C:20]([Cl:23])=[CH:19][CH:18]=2)[N:6]([C@@H:24]([CH:27]([CH3:29])[CH3:28])[CH2:25]O)[C:5]1=[O:30])[CH:2]=[CH2:3].O.[CH3:33][C:34]1[CH:39]=[CH:38][C:37]([S:40]([OH:43])(=[O:42])=[O:41])=[CH:36][CH:35]=1. Given the product [CH3:33][C:34]1[CH:35]=[CH:36][C:37]([S:40]([O-:43])(=[O:42])=[O:41])=[CH:38][CH:39]=1.[CH2:1]([C@@:4]1([CH3:31])[CH2:9][C@H:8]([C:10]2[CH:15]=[CH:14][CH:13]=[C:12]([Cl:16])[CH:11]=2)[C@@H:7]([C:17]2[CH:22]=[CH:21][C:20]([Cl:23])=[CH:19][CH:18]=2)[N+:6]2[C@@H:24]([CH:27]([CH3:29])[CH3:28])[CH2:25][O:30][C:5]1=2)[CH:2]=[CH2:3], predict the reactants needed to synthesize it. (7) Given the product [C:1]([O:5][C:6]([N:8]1[CH2:12][C@H:11]([O:13][CH3:14])[CH2:10][C@H:9]1[C:15](=[O:17])[NH:25][CH2:24][C:20]1[CH:19]=[N:18][CH:23]=[CH:22][CH:21]=1)=[O:7])([CH3:2])([CH3:3])[CH3:4], predict the reactants needed to synthesize it. The reactants are: [C:1]([O:5][C:6]([N:8]1[CH2:12][C@H:11]([O:13][CH3:14])[CH2:10][C@H:9]1[C:15]([OH:17])=O)=[O:7])([CH3:4])([CH3:3])[CH3:2].[N:18]1[CH:23]=[CH:22][CH:21]=[C:20]([CH2:24][NH2:25])[CH:19]=1.